Task: Predict the reaction yield, written as a fraction of the theoretical maximum amount of product (1.0 means a 100% yield; for example, 0.34 means a 34% yield).. Dataset: Reaction yield outcomes from USPTO patents with 853,638 reactions (1) The reactants are C[O:2][C:3]([CH:5]1[CH2:9][C:8](=O)[CH2:7][N:6]1[CH2:11][C:12]1[CH:17]=[CH:16][CH:15]=[CH:14][CH:13]=1)=[O:4].[Br:18][C:19]1[CH:20]=[C:21]([CH:25]=[CH:26][CH:27]=1)[CH2:22][NH:23][CH3:24].[BH-](OC(C)=O)(OC(C)=O)OC(C)=O.[Na+].C([O-])(O)=O.[Na+]. The catalyst is C(Cl)Cl.CC(O)=O. The product is [CH2:11]([N:6]1[CH2:7][CH:8]([N:23]([CH2:22][C:21]2[CH:25]=[CH:26][CH:27]=[C:19]([Br:18])[CH:20]=2)[CH3:24])[CH2:9][CH:5]1[C:3]([OH:2])=[O:4])[C:12]1[CH:17]=[CH:16][CH:15]=[CH:14][CH:13]=1. The yield is 0.650. (2) The reactants are Cl.[C:2]1([CH3:10])[CH:7]=[CH:6][C:5]([NH:8]N)=[CH:4][CH:3]=1.[C:11]([N:16]1[CH2:21][CH2:20][C:19](=O)[CH2:18][CH2:17]1)([O:13][CH2:14][CH3:15])=[O:12]. The catalyst is CCO. The product is [CH3:10][C:2]1[CH:7]=[CH:6][C:5]2[NH:8][C:19]3[CH2:20][CH2:21][N:16]([C:11]([O:13][CH2:14][CH3:15])=[O:12])[CH2:17][C:18]=3[C:4]=2[CH:3]=1. The yield is 0.860. (3) The reactants are [N:1]1[CH:6]=[CH:5][CH:4]=[CH:3][C:2]=1[CH2:7][CH2:8][C:9]1[CH:16]=[CH:15][C:12]([CH2:13][OH:14])=[CH:11][CH:10]=1. The catalyst is [O-2].[O-2].[Mn+4].C(OCC)(=O)C. The product is [N:1]1[CH:6]=[CH:5][CH:4]=[CH:3][C:2]=1[CH2:7][CH2:8][C:9]1[CH:10]=[CH:11][C:12]([CH:13]=[O:14])=[CH:15][CH:16]=1. The yield is 0.820. (4) The reactants are Br[C:2]1[CH:3]=[C:4]2[C:8](=[CH:9][CH:10]=1)[C:7](=[O:11])[CH2:6][CH2:5]2.C1(P(C2C=CC=CC=2)CCCP(C2C=CC=CC=2)C2C=CC=CC=2)C=CC=CC=1.[CH3:41][CH2:42][OH:43].C(N(CC)CC)C.CN([CH:54]=[O:55])C. The catalyst is O.CC([O-])=O.CC([O-])=O.[Pd+2]. The product is [O:11]=[C:7]1[C:8]2[C:4](=[CH:3][C:2]([C:54]([O:43][CH2:42][CH3:41])=[O:55])=[CH:10][CH:9]=2)[CH2:5][CH2:6]1. The yield is 0.630. (5) The reactants are [F:1][C:2]([F:25])([F:24])[C:3]1[CH:4]=[C:5]([CH:21]=[CH:22][CH:23]=1)[CH2:6][NH:7][C:8]1[C:17]2[C:12](=[C:13]([C:18](O)=[O:19])[CH:14]=[CH:15][CH:16]=2)[N:11]=[CH:10][N:9]=1.C1N=C[N:28](C(N2C=NC=C2)=O)C=1.[NH4+].[Cl-].O. The catalyst is CS(C)=O. The product is [F:25][C:2]([F:1])([F:24])[C:3]1[CH:4]=[C:5]([CH:21]=[CH:22][CH:23]=1)[CH2:6][NH:7][C:8]1[C:17]2[C:12](=[C:13]([C:18]([NH2:28])=[O:19])[CH:14]=[CH:15][CH:16]=2)[N:11]=[CH:10][N:9]=1. The yield is 0.920. (6) The reactants are [OH-].[K+].C1COCC1.C[O:9][C:10](=[O:28])[C:11]([N:17]([CH3:27])[C:18]([C:20]1[CH:25]=[CH:24][C:23]([I:26])=[CH:22][CH:21]=1)=[O:19])([CH3:16])[C:12]([NH:14][CH3:15])=[O:13].C(O)(=O)CC(CC(O)=O)(C(O)=O)O. The product is [C:10]([C:11]([N:17]([CH3:27])[C:18]([C:20]1[CH:21]=[CH:22][C:23]([I:26])=[CH:24][CH:25]=1)=[O:19])([CH3:16])[C:12]([NH:14][CH3:15])=[O:13])([OH:28])=[O:9]. The catalyst is CO. The yield is 0.800. (7) The reactants are Br[C:2]1[N:3]=[C:4]([CH:26]([C:40]2[CH:45]=[C:44]([O:46][CH2:47][CH3:48])[CH:43]=[C:42]([O:49][CH:50]([CH3:52])[CH3:51])[C:41]=2[F:53])[NH:27][C:28]2[CH:33]=[CH:32][C:31]([C:34]3[N:38]=[C:37]([CH3:39])[O:36][N:35]=3)=[CH:30][CH:29]=2)[N:5]([C:7]([C:20]2[CH:25]=[CH:24][CH:23]=[CH:22][CH:21]=2)([C:14]2[CH:19]=[CH:18][CH:17]=[CH:16][CH:15]=2)[C:8]2[CH:13]=[CH:12][CH:11]=[CH:10][CH:9]=2)[CH:6]=1.[CH:54]([C:56]1[CH:61]=[CH:60][CH:59]=[CH:58][C:57]=1B(O)O)=[O:55].C([O-])([O-])=O.[Na+].[Na+]. The catalyst is COCCOC.O. The product is [CH2:47]([O:46][C:44]1[CH:43]=[C:42]([O:49][CH:50]([CH3:51])[CH3:52])[C:41]([F:53])=[C:40]([CH:26]([NH:27][C:28]2[CH:29]=[CH:30][C:31]([C:34]3[N:38]=[C:37]([CH3:39])[O:36][N:35]=3)=[CH:32][CH:33]=2)[C:4]2[N:5]([C:7]([C:14]3[CH:15]=[CH:16][CH:17]=[CH:18][CH:19]=3)([C:20]3[CH:25]=[CH:24][CH:23]=[CH:22][CH:21]=3)[C:8]3[CH:13]=[CH:12][CH:11]=[CH:10][CH:9]=3)[CH:6]=[C:2]([C:57]3[CH:58]=[CH:59][CH:60]=[CH:61][C:56]=3[CH:54]=[O:55])[N:3]=2)[CH:45]=1)[CH3:48]. The yield is 0.650.